From a dataset of NCI-60 drug combinations with 297,098 pairs across 59 cell lines. Regression. Given two drug SMILES strings and cell line genomic features, predict the synergy score measuring deviation from expected non-interaction effect. (1) Drug 1: CS(=O)(=O)CCNCC1=CC=C(O1)C2=CC3=C(C=C2)N=CN=C3NC4=CC(=C(C=C4)OCC5=CC(=CC=C5)F)Cl. Drug 2: CN(CC1=CN=C2C(=N1)C(=NC(=N2)N)N)C3=CC=C(C=C3)C(=O)NC(CCC(=O)O)C(=O)O. Cell line: NCI/ADR-RES. Synergy scores: CSS=15.7, Synergy_ZIP=-1.06, Synergy_Bliss=5.40, Synergy_Loewe=-21.5, Synergy_HSA=-2.26. (2) Drug 1: C1CN1P(=S)(N2CC2)N3CC3. Drug 2: CN1C2=C(C=C(C=C2)N(CCCl)CCCl)N=C1CCCC(=O)O.Cl. Cell line: M14. Synergy scores: CSS=14.6, Synergy_ZIP=-5.66, Synergy_Bliss=-3.36, Synergy_Loewe=-29.7, Synergy_HSA=-3.67.